From a dataset of Full USPTO retrosynthesis dataset with 1.9M reactions from patents (1976-2016). Predict the reactants needed to synthesize the given product. (1) Given the product [O:1]1[CH2:6][CH2:5][CH:4]([C:7]([NH2:10])=[O:8])[CH2:3][CH2:2]1, predict the reactants needed to synthesize it. The reactants are: [O:1]1[CH2:6][CH2:5][CH:4]([C:7](Cl)=[O:8])[CH2:3][CH2:2]1.[NH3:10]. (2) Given the product [CH3:12][N:13]1[CH2:18][CH2:17][N:16]([CH2:8][C:7]2[CH:10]=[CH:11][C:4]([N+:1]([O-:3])=[O:2])=[CH:5][CH:6]=2)[CH2:15][CH2:14]1, predict the reactants needed to synthesize it. The reactants are: [N+:1]([C:4]1[CH:11]=[CH:10][C:7]([CH2:8]Br)=[CH:6][CH:5]=1)([O-:3])=[O:2].[CH3:12][N:13]1[CH2:18][CH2:17][NH:16][CH2:15][CH2:14]1.C([O-])([O-])=O.[K+].[K+].CCOC(C)=O. (3) Given the product [CH3:18][O:17][C:14]1[CH:15]=[CH:16][C:11]([C:9]2[N:10]=[C:4]3[CH:3]=[C:2]([N:19]4[CH2:23][CH2:22][CH2:21][CH2:20]4)[CH:7]=[CH:6][N:5]3[CH:8]=2)=[CH:12][CH:13]=1, predict the reactants needed to synthesize it. The reactants are: Br[C:2]1[CH:7]=[CH:6][N:5]2[CH:8]=[C:9]([C:11]3[CH:16]=[CH:15][C:14]([O:17][CH3:18])=[CH:13][CH:12]=3)[N:10]=[C:4]2[CH:3]=1.[NH:19]1[CH2:23][CH2:22][CH2:21][CH2:20]1. (4) Given the product [C:24]([O:23][C:22]([NH:21][CH:19]([C:16]1[CH:17]=[CH:18][C:13]([NH:12][C:4]2[N:3]=[C:2]([C:37]#[C:36][C:38]3[CH:43]=[CH:42][CH:41]=[CH:40][C:39]=3[CH2:44][C:45]([O:47][CH3:48])=[O:46])[C:7]([C:8]([F:11])([F:10])[F:9])=[CH:6][N:5]=2)=[CH:14][CH:15]=1)[CH3:20])=[O:28])([CH3:27])([CH3:26])[CH3:25], predict the reactants needed to synthesize it. The reactants are: Cl[C:2]1[C:7]([C:8]([F:11])([F:10])[F:9])=[CH:6][N:5]=[C:4]([NH:12][C:13]2[CH:18]=[CH:17][C:16]([CH:19]([NH:21][C:22](=[O:28])[O:23][C:24]([CH3:27])([CH3:26])[CH3:25])[CH3:20])=[CH:15][CH:14]=2)[N:3]=1.CCN(CC)CC.[C:36]([C:38]1[CH:43]=[CH:42][CH:41]=[CH:40][C:39]=1[CH2:44][C:45]([O:47][CH3:48])=[O:46])#[CH:37].C1C=CC(P(C2C=CC=CC=2)C2C=CC=CC=2)=CC=1. (5) Given the product [F:1][C:2]1[CH:3]=[C:4]([C:41]2[C:42](=[O:55])[N:43]([CH3:54])[C:44]([NH:47][C:48]3[CH:49]=[CH:50][CH:51]=[CH:52][CH:53]=3)=[N:45][CH:46]=2)[CH:5]=[CH:6][C:7]=1[O:8][C:9]1[CH:14]=[CH:13][N:12]=[C:11]2[NH:15][N:16]=[C:17]([C:18]3[CH:19]=[CH:20][C:21]([C:24]([N:26]4[CH2:27][CH2:28][O:29][CH2:30][CH2:31]4)=[O:25])=[CH:22][CH:23]=3)[C:10]=12, predict the reactants needed to synthesize it. The reactants are: [F:1][C:2]1[CH:3]=[C:4]([C:41]2[C:42](=[O:55])[N:43]([CH3:54])[C:44]([NH:47][C:48]3[CH:53]=[CH:52][CH:51]=[CH:50][CH:49]=3)=[N:45][CH:46]=2)[CH:5]=[CH:6][C:7]=1[O:8][C:9]1[CH:14]=[CH:13][N:12]=[C:11]2[N:15](CC3C=CC(OC)=CC=3)[N:16]=[C:17]([C:18]3[CH:23]=[CH:22][C:21]([C:24]([N:26]4[CH2:31][CH2:30][O:29][CH2:28][CH2:27]4)=[O:25])=[CH:20][CH:19]=3)[C:10]=12. (6) The reactants are: [C:1]([O:5][C:6]([N:8]1[CH2:12][CH2:11][C@@H:10]([N:13]([C:24]2[CH:29]=[CH:28][C:27]([N:30]3[CH2:34][C@H:33]([CH2:35][N:36]=[N+]=[N-])[O:32][C:31]3=[O:39])=[CH:26][C:25]=2[F:40])C(OCC2C=CC=CC=2)=O)[CH2:9]1)=[O:7])([CH3:4])([CH3:3])[CH3:2].[C:41](OCC)(=[O:43])[CH3:42]. Given the product [C:1]([O:5][C:6]([N:8]1[CH2:12][CH2:11][C@@H:10]([NH:13][C:24]2[CH:29]=[CH:28][C:27]([N:30]3[CH2:34][C@H:33]([CH2:35][NH:36][C:41](=[O:43])[CH3:42])[O:32][C:31]3=[O:39])=[CH:26][C:25]=2[F:40])[CH2:9]1)=[O:7])([CH3:2])([CH3:3])[CH3:4], predict the reactants needed to synthesize it. (7) The reactants are: Cl[C:2]1[C:3]([NH2:9])=[N:4][CH:5]=[N:6][C:7]=1Cl.[NH2:10][C:11]1[CH:12]=[C:13]([OH:17])[CH:14]=[CH:15][CH:16]=1.[F:18][C:19]1[CH:39]=[CH:38][C:22]([CH2:23][N:24]2[CH:28]=[C:27](B3OC(C)(C)C(C)(C)O3)[CH:26]=[N:25]2)=[CH:21][CH:20]=1.[C:40](Cl)(=[O:43])[CH:41]=[CH2:42]. Given the product [NH2:9][C:3]1[N:4]=[CH:5][N:6]=[C:7]([O:17][C:13]2[CH:12]=[C:11]([NH:10][C:40](=[O:43])[CH:41]=[CH2:42])[CH:16]=[CH:15][CH:14]=2)[C:2]=1[C:27]1[CH:26]=[N:25][N:24]([CH2:23][C:22]2[CH:21]=[CH:20][C:19]([F:18])=[CH:39][CH:38]=2)[CH:28]=1, predict the reactants needed to synthesize it.